Dataset: Choline transporter screen with 302,306 compounds. Task: Binary Classification. Given a drug SMILES string, predict its activity (active/inactive) in a high-throughput screening assay against a specified biological target. (1) The molecule is n1(ncc2c1ncnc2NCc1ccccc1)c1ccc(cc1)C. The result is 0 (inactive). (2) The drug is O1c2cc(Nc3c4CCCCc4nc4c3cccc4)ccc2OCC1. The result is 0 (inactive). (3) The result is 0 (inactive). The drug is O(c1cc(CCN2C(=O)c3c(nccc3)C2=O)ccc1OCC)CC. (4) The drug is O=c1n(c2c(n3c1ccc3)cccc2)CC(O)=O. The result is 0 (inactive). (5) The compound is O1C(c2c(CC1)cccc2)CNC(=O)CS(=O)CC(=O)Nc1c(cc(cc1)C)C. The result is 0 (inactive).